Dataset: Reaction yield outcomes from USPTO patents with 853,638 reactions. Task: Predict the reaction yield, written as a fraction of the theoretical maximum amount of product (1.0 means a 100% yield; for example, 0.34 means a 34% yield). (1) The reactants are [I:1][C:2]1[CH:9]=[CH:8][CH:7]=[CH:6][C:3]=1[CH2:4]Br.[P:10]([O:17]CC)([O:14][CH2:15][CH3:16])[O:11][CH2:12][CH3:13]. The catalyst is CCOC(C)=O. The product is [I:1][C:2]1[CH:9]=[CH:8][CH:7]=[CH:6][C:3]=1[CH2:4][P:10](=[O:17])([O:14][CH2:15][CH3:16])[O:11][CH2:12][CH3:13]. The yield is 0.390. (2) The reactants are P(Br)(Br)[Br:2].O[CH2:6]/[CH:7]=[C:8](\[CH2:10][CH2:11]/[CH:12]=[C:13](/[CH2:15][CH2:16][CH:17]=[C:18]([CH3:20])[CH3:19])\[CH3:14])/[CH3:9]. The catalyst is CCOCC. The product is [CH2:6]([Br:2])/[CH:7]=[C:8](\[CH2:10][CH2:11]/[CH:12]=[C:13](/[CH2:15][CH2:16][CH:17]=[C:18]([CH3:20])[CH3:19])\[CH3:14])/[CH3:9]. The yield is 0.880. (3) The reactants are C(OC([N:8]1[C:17]2[C:12](=[CH:13][CH:14]=[C:15]([O:18][CH3:19])[CH:16]=2)[CH2:11][CH2:10][CH2:9]1)=O)(C)(C)C.FC(F)(F)C(O)=O.C(=O)([O-])[O-].[Na+].[Na+]. The catalyst is ClCCl. The product is [CH3:19][O:18][C:15]1[CH:16]=[C:17]2[C:12]([CH2:11][CH2:10][CH2:9][NH:8]2)=[CH:13][CH:14]=1. The yield is 0.920. (4) The reactants are [H-].[Na+].[Br:3][C:4]1[CH:5]=[C:6]([CH:16]=[CH:17][CH:18]=1)[CH2:7][NH:8][C:9](=[O:15])[O:10][C:11]([CH3:14])([CH3:13])[CH3:12].I[CH3:20]. The catalyst is CN(C)C=O.O. The product is [Br:3][C:4]1[CH:5]=[C:6]([CH:16]=[CH:17][CH:18]=1)[CH2:7][N:8]([CH3:20])[C:9](=[O:15])[O:10][C:11]([CH3:14])([CH3:13])[CH3:12]. The yield is 1.00. (5) The reactants are Cl.[CH3:2][C:3]1[C:12]2[C:7](=[CH:8][CH:9]=[CH:10][CH:11]=2)[C:6]([C:13]([OH:15])=[O:14])=[CH:5][CH:4]=1.[CH3:16]O. No catalyst specified. The product is [CH3:2][C:3]1[C:12]2[C:7](=[CH:8][CH:9]=[CH:10][CH:11]=2)[C:6]([C:13]([O:15][CH3:16])=[O:14])=[CH:5][CH:4]=1. The yield is 0.945. (6) The catalyst is ClCCl. The product is [F:38][C:39]([F:52])([F:51])[S:40]([O:27][C:24]1[CH:23]=[CH:22][C:21]([CH2:20][N:17]2[CH:18]=[N:19][C:14]([N:11]3[CH2:12][CH2:13][C:8]([C:5]4[CH:6]=[CH:7][C:2]([F:1])=[CH:3][CH:4]=4)=[CH:9][CH2:10]3)=[N:15][C:16]2=[O:28])=[CH:26][CH:25]=1)(=[O:42])=[O:41]. The yield is 0.0400. The reactants are [F:1][C:2]1[CH:7]=[CH:6][C:5]([C:8]2[CH2:13][CH2:12][N:11]([C:14]3[N:19]=[CH:18][N:17]([CH2:20][C:21]4[CH:26]=[CH:25][C:24]([OH:27])=[CH:23][CH:22]=4)[C:16](=[O:28])[N:15]=3)[CH2:10][CH:9]=2)=[CH:4][CH:3]=1.C(N(CC)C(C)C)(C)C.[F:38][C:39]([F:52])([F:51])[S:40](O[S:40]([C:39]([F:52])([F:51])[F:38])(=[O:42])=[O:41])(=[O:42])=[O:41]. (7) The reactants are [CH2:1]([C:3]1[CH:7]=[C:6]([NH:8][C:9](=[O:17])OC2C=CC=CC=2)[N:5]([C:18]2[CH:23]=[CH:22][CH:21]=[CH:20][CH:19]=2)[N:4]=1)[CH3:2].[CH3:24][O:25][C:26]1[CH:27]=[C:28]2[C:33](=[CH:34][C:35]=1[O:36][CH3:37])[N:32]=[CH:31][N:30]=[C:29]2[S:38][C:39]1[CH:40]=[C:41]([CH:43]=[CH:44][CH:45]=1)[NH2:42]. The catalyst is CS(C)=O.C(OCC)(=O)C. The product is [CH3:24][O:25][C:26]1[CH:27]=[C:28]2[C:33](=[CH:34][C:35]=1[O:36][CH3:37])[N:32]=[CH:31][N:30]=[C:29]2[S:38][C:39]1[CH:40]=[C:41]([NH:42][C:9]([NH:8][C:6]2[N:5]([C:18]3[CH:19]=[CH:20][CH:21]=[CH:22][CH:23]=3)[N:4]=[C:3]([CH2:1][CH3:2])[CH:7]=2)=[O:17])[CH:43]=[CH:44][CH:45]=1. The yield is 0.350.